Dataset: Forward reaction prediction with 1.9M reactions from USPTO patents (1976-2016). Task: Predict the product of the given reaction. Given the reactants [CH2:1]([O:8][C:9]1[CH:14]=[CH:13][NH:12][C:11](=[O:15])[CH:10]=1)[C:2]1[CH:7]=[CH:6][CH:5]=[CH:4][CH:3]=1.Br[C:17]1[CH:25]=[C:24]2[C:20]([C:21]3[CH2:39][CH2:38][N:37]([C:40]([O:42][C:43]([CH3:46])([CH3:45])[CH3:44])=[O:41])[CH2:36][C:22]=3[N:23]2[S:26]([C:29]2[CH:35]=[CH:34][C:32]([CH3:33])=[CH:31][CH:30]=2)(=[O:28])=[O:27])=[CH:19][CH:18]=1.OC1C=CC=C2C=1N=CC=C2.C([O-])([O-])=O.[Cs+].[Cs+], predict the reaction product. The product is: [CH2:1]([O:8][C:9]1[CH:14]=[CH:13][N:12]([C:17]2[CH:25]=[C:24]3[C:20]([C:21]4[CH2:39][CH2:38][N:37]([C:40]([O:42][C:43]([CH3:46])([CH3:45])[CH3:44])=[O:41])[CH2:36][C:22]=4[N:23]3[S:26]([C:29]3[CH:30]=[CH:31][C:32]([CH3:33])=[CH:34][CH:35]=3)(=[O:28])=[O:27])=[CH:19][CH:18]=2)[C:11](=[O:15])[CH:10]=1)[C:2]1[CH:3]=[CH:4][CH:5]=[CH:6][CH:7]=1.